Task: Predict the reaction yield, written as a fraction of the theoretical maximum amount of product (1.0 means a 100% yield; for example, 0.34 means a 34% yield).. Dataset: Reaction yield outcomes from USPTO patents with 853,638 reactions The reactants are [Si](O[C@@:9]12[C:28](=O)O[C@@H:11]([C@H:12](O[Si](C(C)(C)C)(C)C)[C:13]3[S:14][C:15](I)=[CH:16][C:17]=31)[CH2:10]2)(C(C)(C)C)(C)C.C(Cl)Cl.C([O-])([O-])=O.[K+].[K+].[CH2:39](B1OC(C)(C)C(C)(C)O1)[C:40]1C=CC=CC=1. The catalyst is C1C=CC(P(C2C=CC=CC=2)[C-]2C=CC=C2)=CC=1.C1C=CC(P(C2C=CC=CC=2)[C-]2C=CC=C2)=CC=1.Cl[Pd]Cl.[Fe+2].O1CCOCC1. The product is [CH2:12]([C:13]1[S:14][CH:15]=[CH:16][CH:17]=1)[C:11]1[CH:10]=[CH:9][CH:28]=[CH:40][CH:39]=1.[S:14]1[CH:15]=[CH:16][CH:17]=[CH:13]1. The yield is 0.280.